Dataset: Catalyst prediction with 721,799 reactions and 888 catalyst types from USPTO. Task: Predict which catalyst facilitates the given reaction. (1) The catalyst class is: 7. Product: [C:22]([C:19]1[CH:20]=[CH:21][C:16]([NH:8][C:9](=[O:15])[O:10][C:11]([CH3:12])([CH3:13])[CH3:14])=[N:17][CH:18]=1)(=[O:27])[CH2:28][CH3:29]. Reactant: C(OC([N:8]([C:16]1[CH:21]=[CH:20][C:19]([C:22](=[O:27])N(OC)C)=[CH:18][N:17]=1)[C:9](=[O:15])[O:10][C:11]([CH3:14])([CH3:13])[CH3:12])=O)(C)(C)C.[CH2:28]([Mg]Br)[CH3:29].[Cl-].[NH4+].O. (2) Reactant: C(OC1CCN(S([CH2:14][CH:15]([NH:22][OH:23])[C:16]2[CH:21]=[CH:20][CH:19]=[CH:18][CH:17]=2)(=O)=O)CC1)C=C.[CH:24](O)=[O:25].C(OC(=O)C)(=O)C.CO. Product: [C:16]1([CH:15]([N:22]([OH:23])[CH:24]=[O:25])[CH3:14])[CH:17]=[CH:18][CH:19]=[CH:20][CH:21]=1. The catalyst class is: 2.